Dataset: Full USPTO retrosynthesis dataset with 1.9M reactions from patents (1976-2016). Task: Predict the reactants needed to synthesize the given product. (1) Given the product [C:4]1([C@H:7]2[C:8]3[C:13](=[CH:12][CH:11]=[CH:10][CH:9]=3)[CH2:14][CH2:15][N:16]2[C:17]([O:19][CH2:20][CH3:21])=[O:18])[CH:3]=[CH:2][CH:1]=[CH:6][CH:5]=1, predict the reactants needed to synthesize it. The reactants are: [CH:1]1[CH:2]=[CH:3][C:4]([C@@H:7]2[N:16]([C:17]([O:19][C@@H:20]3C4CCN(CC4)[CH2:21]3)=[O:18])[CH2:15][CH2:14][C:13]3[CH:12]=[CH:11][CH:10]=[CH:9][C:8]2=3)=[CH:5][CH:6]=1.C1([C@H]2C3C(=CC=CC=3)CCN2)C=CC=CC=1.ClC(OCC)=O. (2) Given the product [C:25]([C:29]1[O:33][N:32]=[C:31]([NH:34][C:35]([NH:1][C:2]2[CH:7]=[CH:6][CH:5]=[C:4]([C:8]#[C:9][C:10]3[C:15]([NH2:16])=[N:14][CH:13]=[N:12][C:11]=3[NH2:17])[CH:3]=2)=[O:36])[CH:30]=1)([CH3:28])([CH3:26])[CH3:27], predict the reactants needed to synthesize it. The reactants are: [NH2:1][C:2]1[CH:3]=[C:4]([C:8]#[C:9][C:10]2[C:11]([NH2:17])=[N:12][CH:13]=[N:14][C:15]=2[NH2:16])[CH:5]=[CH:6][CH:7]=1.C(N(CC)CC)C.[C:25]([C:29]1[O:33][N:32]=[C:31]([NH:34][C:35](=O)[O:36]C2C=CC=CC=2)[CH:30]=1)([CH3:28])([CH3:27])[CH3:26].